Dataset: Forward reaction prediction with 1.9M reactions from USPTO patents (1976-2016). Task: Predict the product of the given reaction. (1) Given the reactants [F:1][C:2]1[CH:7]=[CH:6][CH:5]=[C:4]([F:8])[C:3]=1[CH:9]([CH3:12])[C:10]#[N:11].[CH2:13](N)[CH2:14][NH2:15], predict the reaction product. The product is: [F:1][C:2]1[CH:7]=[CH:6][CH:5]=[C:4]([F:8])[C:3]=1[CH:9]([C:10]1[NH:15][CH2:14][CH2:13][N:11]=1)[CH3:12]. (2) The product is: [C:30]([NH:34][C:26]([C:24]1[CH:25]=[C:20]2[CH:19]=[C:18]([CH:7]([C:8]3[CH:13]=[CH:12][C:11]([S:14]([CH3:17])(=[O:15])=[O:16])=[CH:10][CH:9]=3)[CH2:6][CH:1]3[CH2:5][CH2:4][CH2:3][CH2:2]3)[NH:29][C:21]2=[N:22][CH:23]=1)=[O:27])([CH3:33])([CH3:32])[CH3:31]. Given the reactants [CH:1]1([CH2:6][CH:7]([C:18]2[NH:29][C:21]3=[N:22][CH:23]=[C:24]([C:26](O)=[O:27])[CH:25]=[C:20]3[CH:19]=2)[C:8]2[CH:13]=[CH:12][C:11]([S:14]([CH3:17])(=[O:16])=[O:15])=[CH:10][CH:9]=2)[CH2:5][CH2:4][CH2:3][CH2:2]1.[C:30]([NH2:34])([CH3:33])([CH3:32])[CH3:31].CN1CCOCC1.O.ON1C2C=CC=CC=2N=N1.Cl.CN(C)CCCN=C=NCC, predict the reaction product. (3) The product is: [CH2:24]([O:23][CH2:22][O:21][C:19]1[CH:18]=[CH:17][C:15]2[N:16]=[C:12]([C:4]3[N:3]=[C:2]([F:26])[C:7]([N:8]([CH3:11])[CH:9]=[O:10])=[CH:6][CH:5]=3)[S:13][C:14]=2[CH:20]=1)[CH3:25]. Given the reactants Cl[C:2]1[C:7]([N:8]([CH3:11])[CH:9]=[O:10])=[CH:6][CH:5]=[C:4]([C:12]2[S:13][C:14]3[CH:20]=[C:19]([O:21][CH2:22][O:23][CH2:24][CH3:25])[CH:18]=[CH:17][C:15]=3[N:16]=2)[N:3]=1.[F-:26].[Cs+], predict the reaction product.